This data is from Catalyst prediction with 721,799 reactions and 888 catalyst types from USPTO. The task is: Predict which catalyst facilitates the given reaction. Reactant: [C:1]([O:5][C:6]([N:8]1[CH2:20][C@@H:19]([CH3:21])[N:18]2[C@H:10]([CH2:11][C:12]3[C:17]2=[N:16][C:15]([CH2:22][SH:23])=[C:14]([Br:24])[CH:13]=3)[CH2:9]1)=[O:7])([CH3:4])([CH3:3])[CH3:2].F[B-](F)(F)F.[C:30]([N+]1C=CC=CC=1)([C:43]1[CH:48]=[CH:47][CH:46]=[CH:45][CH:44]=1)([C:37]1[CH:42]=[CH:41][CH:40]=[CH:39][CH:38]=1)[C:31]1[CH:36]=[CH:35][CH:34]=[CH:33][CH:32]=1. Product: [C:1]([O:5][C:6]([N:8]1[CH2:20][C@@H:19]([CH3:21])[N:18]2[C@H:10]([CH2:11][C:12]3[C:17]2=[N:16][C:15]([CH2:22][S:23][C:30]([C:31]2[CH:36]=[CH:35][CH:34]=[CH:33][CH:32]=2)([C:43]2[CH:44]=[CH:45][CH:46]=[CH:47][CH:48]=2)[C:37]2[CH:38]=[CH:39][CH:40]=[CH:41][CH:42]=2)=[C:14]([Br:24])[CH:13]=3)[CH2:9]1)=[O:7])([CH3:2])([CH3:3])[CH3:4]. The catalyst class is: 4.